This data is from NCI-60 drug combinations with 297,098 pairs across 59 cell lines. The task is: Regression. Given two drug SMILES strings and cell line genomic features, predict the synergy score measuring deviation from expected non-interaction effect. Drug 1: C1C(C(OC1N2C=NC3=C(N=C(N=C32)Cl)N)CO)O. Drug 2: CC(C)CN1C=NC2=C1C3=CC=CC=C3N=C2N. Cell line: A549. Synergy scores: CSS=20.8, Synergy_ZIP=4.79, Synergy_Bliss=4.05, Synergy_Loewe=4.28, Synergy_HSA=3.35.